From a dataset of Reaction yield outcomes from USPTO patents with 853,638 reactions. Predict the reaction yield, written as a fraction of the theoretical maximum amount of product (1.0 means a 100% yield; for example, 0.34 means a 34% yield). (1) The reactants are [C:1]([N:9]1[CH2:15][CH2:14][CH:13](Br)[C:12](=[O:17])[C:11]2[CH:18]=[CH:19][CH:20]=[CH:21][C:10]1=2)(=[O:8])[C:2]1[CH:7]=[CH:6][CH:5]=[CH:4][CH:3]=1.Cl.[C:23]([NH2:26])(=[NH:25])[CH3:24].C(=O)([O-])[O-].[K+].[K+]. The catalyst is C(#N)C. The product is [C:1]([N:9]1[CH2:15][CH2:14][C:13]2[N:26]=[C:23]([CH3:24])[NH:25][C:12]=2[C:11]2[CH:18]=[CH:19][CH:20]=[CH:21][C:10]1=2)(=[O:8])[C:2]1[CH:7]=[CH:6][CH:5]=[CH:4][CH:3]=1.[C:1]([N:9]1[CH2:15][CH2:14][C:13]2[N:25]=[C:23]([CH3:24])[O:17][C:12]=2[C:11]2[CH:18]=[CH:19][CH:20]=[CH:21][C:10]1=2)(=[O:8])[C:2]1[CH:7]=[CH:6][CH:5]=[CH:4][CH:3]=1. The yield is 0.340. (2) The reactants are [OH:1][C:2]1[CH:7]=[CH:6][C:5]([N+:8]([O-:10])=[O:9])=[CH:4][C:3]=1[I:11].[F:12][C:13]1[CH:20]=[CH:19][CH:18]=[C:17]([F:21])[C:14]=1[CH2:15]Br. No catalyst specified. The product is [F:12][C:13]1[CH:20]=[CH:19][CH:18]=[C:17]([F:21])[C:14]=1[CH2:15][O:1][C:2]1[CH:7]=[CH:6][C:5]([N+:8]([O-:10])=[O:9])=[CH:4][C:3]=1[I:11]. The yield is 1.00. (3) The reactants are CO[C:3]1N=[CH:10][CH:9]=[CH:8][C:4]=1[C:5]([OH:7])=[O:6].[CH3:12]CN(C(C)C)C(C)C.CN(C(ON1N=NC2C=CC=NC1=2)=[N+](C)C)C.F[P-](F)(F)(F)(F)F.OCC1CCCN1CCN1C2C(C(=O)NC(=O)N=2)=NC2C=C(C)C(C)=CC1=2. The catalyst is CN(C=O)C.O. The product is [C:5]([OH:7])(=[O:6])[C:4]1[CH:8]=[CH:9][CH:10]=[CH:12][CH:3]=1. The yield is 0.240. (4) The reactants are Br[C:2]1[CH:7]=[C:6]([F:8])[CH:5]=[C:4]([F:9])[CH:3]=1.[O:10]1[CH2:15][CH2:14][C:13](=[O:16])[CH2:12][CH2:11]1. The catalyst is C1COCC1. The product is [F:9][C:4]1[CH:3]=[C:2]([C:13]2([OH:16])[CH2:14][CH2:15][O:10][CH2:11][CH2:12]2)[CH:7]=[C:6]([F:8])[CH:5]=1. The yield is 0.710. (5) The reactants are [CH3:1][C:2]1[CH:11]=[CH:10][C:9]2[C:4](=[CH:5][CH:6]=[CH:7][C:8]=2[O:12][CH2:13][CH2:14][N:15]2[CH2:20][CH2:19][CH:18]([CH2:21][C:22]3[CH:23]=[C:24]([CH:28]=[CH:29][CH:30]=3)[C:25]([OH:27])=O)[CH2:17][CH2:16]2)[N:3]=1.[CH3:31][NH:32][C:33]1[CH:38]=[CH:37][CH:36]=[CH:35][CH:34]=1. No catalyst specified. The product is [CH3:31][N:32]([C:33]1[CH:38]=[CH:37][CH:36]=[CH:35][CH:34]=1)[C:25](=[O:27])[C:24]1[CH:28]=[CH:29][CH:30]=[C:22]([CH2:21][CH:18]2[CH2:17][CH2:16][N:15]([CH2:14][CH2:13][O:12][C:8]3[CH:7]=[CH:6][CH:5]=[C:4]4[C:9]=3[CH:10]=[CH:11][C:2]([CH3:1])=[N:3]4)[CH2:20][CH2:19]2)[CH:23]=1. The yield is 0.450. (6) The reactants are [C:1]([C:3]1[CH:8]=[CH:7][C:6]([N:9]2[CH:13]([C:14]3[CH2:18][CH2:17][CH2:16][CH:15]=3)[CH:12]3[CH2:19][O:20][C:21]4[CH:22]=[C:23]([C:27]([O:29]C)=[O:28])[CH:24]=[CH:25][C:26]=4[C:11]3=[N:10]2)=[CH:5][C:4]=1[CH3:31])#[N:2].[OH-].[Na+]. The catalyst is CO.O1CCCC1. The product is [C:1]([C:3]1[CH:8]=[CH:7][C:6]([N:9]2[CH:13]([C:14]3[CH2:18][CH2:17][CH2:16][CH:15]=3)[CH:12]3[CH2:19][O:20][C:21]4[CH:22]=[C:23]([C:27]([OH:29])=[O:28])[CH:24]=[CH:25][C:26]=4[C:11]3=[N:10]2)=[CH:5][C:4]=1[CH3:31])#[N:2]. The yield is 0.550.